From a dataset of Forward reaction prediction with 1.9M reactions from USPTO patents (1976-2016). Predict the product of the given reaction. Given the reactants [CH3:1][O:2][C:3]1[CH:4]=[C:5]2[C:10](=[CH:11][CH:12]=1)[C:9]([C:13](=[O:29])[C:14]1[CH:19]=[CH:18][C:17]([O:20][CH2:21][CH2:22][N:23]3[CH2:28][CH2:27][CH2:26][CH2:25][CH2:24]3)=[CH:16][CH:15]=1)=[C:8](OS(C(F)(F)F)(=O)=O)[CH:7]=[CH:6]2.[CH3:38][O:39][C:40]1[CH:49]=[CH:48][C:43]2B(O)[O:45][CH2:46][C:42]=2[CH:41]=1.C(=O)([O-])[O-].[Na+].[Na+], predict the reaction product. The product is: [OH:45][CH2:46][C:42]1[CH:41]=[C:40]([O:39][CH3:38])[CH:49]=[CH:48][C:43]=1[C:8]1[CH:7]=[CH:6][C:5]2[C:10](=[CH:11][CH:12]=[C:3]([O:2][CH3:1])[CH:4]=2)[C:9]=1[C:13]([C:14]1[CH:19]=[CH:18][C:17]([O:20][CH2:21][CH2:22][N:23]2[CH2:28][CH2:27][CH2:26][CH2:25][CH2:24]2)=[CH:16][CH:15]=1)=[O:29].